This data is from Catalyst prediction with 721,799 reactions and 888 catalyst types from USPTO. The task is: Predict which catalyst facilitates the given reaction. (1) Reactant: [CH3:1][O:2][C:3]([NH:5][C@H:6]([C:20]([NH:22][CH2:23][CH2:24][C:25]([F:50])([F:49])[CH2:26][C@@H:27]([C:44]([O:46][CH2:47][CH3:48])=[O:45])[N:28]([S:32]([C:35]1[CH:40]=[CH:39][C:38]([N+:41]([O-])=O)=[CH:37][CH:36]=1)(=[O:34])=[O:33])[CH:29]([CH3:31])[CH3:30])=[O:21])[CH:7]([C:14]1[CH:19]=[CH:18][CH:17]=[CH:16][CH:15]=1)[C:8]1[CH:13]=[CH:12][CH:11]=[CH:10][CH:9]=1)=[O:4]. Product: [CH3:1][O:2][C:3]([NH:5][C@H:6]([C:20]([NH:22][CH2:23][CH2:24][C:25]([F:50])([F:49])[CH2:26][C@@H:27]([C:44]([O:46][CH2:47][CH3:48])=[O:45])[N:28]([S:32]([C:35]1[CH:40]=[CH:39][C:38]([NH2:41])=[CH:37][CH:36]=1)(=[O:34])=[O:33])[CH:29]([CH3:30])[CH3:31])=[O:21])[CH:7]([C:8]1[CH:9]=[CH:10][CH:11]=[CH:12][CH:13]=1)[C:14]1[CH:15]=[CH:16][CH:17]=[CH:18][CH:19]=1)=[O:4]. The catalyst class is: 153. (2) Reactant: [OH:1][C:2]1[CH:3]=[C:4]([CH:7]=[CH:8][CH:9]=1)[CH:5]=[O:6].[C:10]([O:14][C:15]([N:17]1[CH2:22][CH2:21][CH:20](O)[CH2:19][CH2:18]1)=[O:16])([CH3:13])([CH3:12])[CH3:11].C1(P(C2C=CC=CC=2)C2C=CC=CC=2)C=CC=CC=1.C(OC(N=NC(OC(C)C)=O)=O)(C)C.C1(C)C=CC=CC=1. Product: [C:10]([O:14][C:15]([N:17]1[CH2:22][CH2:21][CH:20]([O:1][C:2]2[CH:3]=[C:4]([CH:7]=[CH:8][CH:9]=2)[CH:5]=[O:6])[CH2:19][CH2:18]1)=[O:16])([CH3:13])([CH3:11])[CH3:12]. The catalyst class is: 7. (3) Reactant: C([O:8][CH2:9][CH2:10][O:11][C:12]1[CH:17]=[CH:16][C:15]([CH:18]2[CH2:23][CH2:22][CH2:21][CH2:20][CH2:19]2)=[CH:14][CH:13]=1)C1C=CC=CC=1. Product: [OH:8][CH2:9][CH2:10][O:11][C:12]1[CH:13]=[CH:14][C:15]([CH:18]2[CH2:23][CH2:22][CH2:21][CH2:20][CH2:19]2)=[CH:16][CH:17]=1. The catalyst class is: 421. (4) Reactant: [CH2:1]([CH:3]([CH2:15][CH2:16][CH2:17][CH3:18])[CH2:4][NH:5][CH2:6][CH2:7][C:8]([O:10][CH2:11][CH2:12][CH2:13][CH3:14])=[O:9])[CH3:2].[C:19](OC(=O)C)(=[O:21])[CH3:20].O. Product: [C:19]([N:5]([CH2:4][CH:3]([CH2:1][CH3:2])[CH2:15][CH2:16][CH2:17][CH3:18])[CH2:6][CH2:7][C:8]([O:10][CH2:11][CH2:12][CH2:13][CH3:14])=[O:9])(=[O:21])[CH3:20]. The catalyst class is: 15. (5) Reactant: [Cl:1][C:2]1[CH:18]=[C:17]([Cl:19])[CH:16]=[C:15]([Cl:20])[C:3]=1[C:4]([NH:6][C:7]1[C:12]([F:13])=[CH:11][N:10]=[C:9](Cl)[CH:8]=1)=[O:5].[CH:21]1([C:24]([NH2:26])=[O:25])[CH2:23][CH2:22]1.CC1(C)C2C(=C(P(C3C=CC=CC=3)C3C=CC=CC=3)C=CC=2)OC2C(P(C3C=CC=CC=3)C3C=CC=CC=3)=CC=CC1=2.C([O-])([O-])=O.[Cs+].[Cs+]. Product: [Cl:1][C:2]1[CH:18]=[C:17]([Cl:19])[CH:16]=[C:15]([Cl:20])[C:3]=1[C:4]([NH:6][C:7]1[C:12]([F:13])=[CH:11][N:10]=[C:9]([NH:26][C:24]([CH:21]2[CH2:23][CH2:22]2)=[O:25])[CH:8]=1)=[O:5]. The catalyst class is: 102. (6) Reactant: [C:1]([O:5][C:6]([NH:8][CH:9](P(OC)(OC)=O)[C:10]([O:12][CH3:13])=[O:11])=[O:7])([CH3:4])([CH3:3])[CH3:2].[CH2:20]([O:27][CH:28]1[CH2:31][C:30](=O)[CH2:29]1)[C:21]1[CH:26]=[CH:25][CH:24]=[CH:23][CH:22]=1.N12CCCN=C1CCCCC2. Product: [CH2:20]([O:27][CH:28]1[CH2:29][C:30](=[C:9]([NH:8][C:6]([O:5][C:1]([CH3:2])([CH3:3])[CH3:4])=[O:7])[C:10]([O:12][CH3:13])=[O:11])[CH2:31]1)[C:21]1[CH:26]=[CH:25][CH:24]=[CH:23][CH:22]=1. The catalyst class is: 4. (7) Reactant: [Cl:1][C:2]1[CH:7]=[C:6]([O:8][CH2:9][O:10][CH3:11])[CH:5]=[CH:4][C:3]=1[CH3:12].[Br:13]N1C(=O)CCC1=O.N(C(C)(C)C#N)=NC(C)(C)C#N. Product: [Cl:1][C:2]1[CH:7]=[C:6]([O:8][CH2:9][O:10][CH3:11])[CH:5]=[CH:4][C:3]=1[CH2:12][Br:13]. The catalyst class is: 53.